Predict the reactants needed to synthesize the given product. From a dataset of Full USPTO retrosynthesis dataset with 1.9M reactions from patents (1976-2016). (1) Given the product [N:1]1([C:8]2[CH:13]=[CH:12][C:11]([C:35]3[CH:36]=[CH:37][C:32]([O:31][CH2:30][CH2:29][O:28][CH2:24][CH2:25][CH2:26][CH3:27])=[CH:33][CH:34]=3)=[CH:10][C:9]=2/[CH:15]=[C:16](\[CH2:22][CH3:23])/[C:17]([O:19][CH2:20][CH3:21])=[O:18])[CH2:7][CH2:6][CH2:5][CH2:4][CH2:3][CH2:2]1, predict the reactants needed to synthesize it. The reactants are: [N:1]1([C:8]2[CH:13]=[CH:12][C:11](Br)=[CH:10][C:9]=2/[CH:15]=[C:16](\[CH2:22][CH3:23])/[C:17]([O:19][CH2:20][CH3:21])=[O:18])[CH2:7][CH2:6][CH2:5][CH2:4][CH2:3][CH2:2]1.[CH2:24]([O:28][CH2:29][CH2:30][O:31][C:32]1[CH:37]=[CH:36][C:35](OB(O)O)=[CH:34][CH:33]=1)[CH2:25][CH2:26][CH3:27].C(=O)([O-])[O-].[K+].[K+]. (2) Given the product [CH2:12]([O:19][C:20]1[CH:21]=[CH:22][C:23]([C:26]2[O:30][C:29]([CH2:31][NH:32][C:1](=[O:4])[CH2:2][CH3:3])=[N:28][C:27]=2[C:33]2[CH:34]=[CH:35][C:36]([O:39][CH3:40])=[CH:37][CH:38]=2)=[CH:24][CH:25]=1)[C:13]1[CH:18]=[CH:17][CH:16]=[CH:15][CH:14]=1, predict the reactants needed to synthesize it. The reactants are: [C:1](Cl)(=[O:4])[CH2:2][CH3:3].N1C=CC=CC=1.[CH2:12]([O:19][C:20]1[CH:25]=[CH:24][C:23]([C:26]2[O:30][C:29]([CH2:31][NH2:32])=[N:28][C:27]=2[C:33]2[CH:38]=[CH:37][C:36]([O:39][CH3:40])=[CH:35][CH:34]=2)=[CH:22][CH:21]=1)[C:13]1[CH:18]=[CH:17][CH:16]=[CH:15][CH:14]=1.